From a dataset of Experimental lipophilicity measurements (octanol/water distribution) for 4,200 compounds from AstraZeneca. Regression/Classification. Given a drug SMILES string, predict its absorption, distribution, metabolism, or excretion properties. Task type varies by dataset: regression for continuous measurements (e.g., permeability, clearance, half-life) or binary classification for categorical outcomes (e.g., BBB penetration, CYP inhibition). For this dataset (lipophilicity_astrazeneca), we predict Y. The compound is COc1ccc(OC)c(-c2cccc3c(N)c(C(=O)NC(C)C)nnc23)c1. The Y is 3.65 logD.